From a dataset of Catalyst prediction with 721,799 reactions and 888 catalyst types from USPTO. Predict which catalyst facilitates the given reaction. (1) Reactant: [Cl:1][C:2]1[CH:7]=[CH:6][N:5]([C@H:8]([CH:10]([CH3:12])[CH3:11])[CH3:9])[C:4](=[O:13])[C:3]=1[CH:14]=[N:15]O.S(Cl)(Cl)=O. Product: [Cl:1][C:2]1[CH:7]=[CH:6][N:5]([C@H:8]([CH:10]([CH3:11])[CH3:12])[CH3:9])[C:4](=[O:13])[C:3]=1[C:14]#[N:15]. The catalyst class is: 10. (2) Reactant: [CH3:1][C:2]1[CH:3]=[N:4][C:5]2[C:10]([C:11]=1[C:12]1[CH:13]=[C:14]([OH:18])[CH:15]=[CH:16][CH:17]=1)=[CH:9][CH:8]=[CH:7][C:6]=2[C:19]([F:22])([F:21])[F:20].Br[CH2:24][C:25]1[CH:30]=[CH:29][C:28]([CH2:31][CH2:32][OH:33])=[CH:27][CH:26]=1.C([O-])([O-])=O.[Cs+].[Cs+].Cl. Product: [CH3:1][C:2]1[CH:3]=[N:4][C:5]2[C:10]([C:11]=1[C:12]1[CH:13]=[C:14]([CH:15]=[CH:16][CH:17]=1)[O:18][CH2:24][C:25]1[CH:30]=[CH:29][C:28]([CH2:31][CH2:32][OH:33])=[CH:27][CH:26]=1)=[CH:9][CH:8]=[CH:7][C:6]=2[C:19]([F:22])([F:20])[F:21]. The catalyst class is: 2. (3) Reactant: [N+:1]([O-:4])(O)=[O:2].[Br:5][C:6]1[CH:11]=[C:10]([F:12])[CH:9]=[CH:8][C:7]=1[N:13]([S:19]([CH2:22][CH3:23])(=[O:21])=[O:20])[S:14]([CH2:17][CH3:18])(=[O:16])=[O:15]. Product: [Br:5][C:6]1[CH:11]=[C:10]([F:12])[C:9]([N+:1]([O-:4])=[O:2])=[CH:8][C:7]=1[N:13]([S:14]([CH2:17][CH3:18])(=[O:16])=[O:15])[S:19]([CH2:22][CH3:23])(=[O:20])=[O:21]. The catalyst class is: 65. (4) Reactant: [N+:1]([C:4]1[CH:9]=[CH:8][C:7]([O:10]N=C2CCCCC2)=[CH:6][CH:5]=1)([O-:3])=[O:2].Cl. Product: [N+:1]([C:4]1[CH:5]=[CH:6][C:7]2[O:10][C:5]3[CH2:6][CH2:7][CH2:8][CH2:9][C:4]=3[C:8]=2[CH:9]=1)([O-:3])=[O:2]. The catalyst class is: 32. (5) Reactant: [CH3:1][O:2][C:3]1[CH:4]=[C:5]2[C:10](=[CH:11][C:12]=1[O:13][CH3:14])[N:9]=[CH:8][N:7]=[C:6]2[S:15][C:16]1[CH:17]=[C:18]([CH:20]=[CH:21][CH:22]=1)[NH2:19].[F:23][C:24]([F:45])([F:44])[C:25]([C:28]1[CH:32]=[C:31]([NH:33][C:34](=O)[O:35]C2C=CC(Cl)=CC=2)[O:30][N:29]=1)([CH3:27])[CH3:26].C(OCC)C. Product: [CH3:1][O:2][C:3]1[CH:4]=[C:5]2[C:10](=[CH:11][C:12]=1[O:13][CH3:14])[N:9]=[CH:8][N:7]=[C:6]2[S:15][C:16]1[CH:17]=[C:18]([NH:19][C:34]([NH:33][C:31]2[O:30][N:29]=[C:28]([C:25]([CH3:27])([CH3:26])[C:24]([F:45])([F:44])[F:23])[CH:32]=2)=[O:35])[CH:20]=[CH:21][CH:22]=1. The catalyst class is: 527.